Predict the reaction yield, written as a fraction of the theoretical maximum amount of product (1.0 means a 100% yield; for example, 0.34 means a 34% yield). From a dataset of Reaction yield outcomes from USPTO patents with 853,638 reactions. (1) The reactants are [C:9](O[C:9]([O:11][C:12]([CH3:15])([CH3:14])[CH3:13])=[O:10])([O:11][C:12]([CH3:15])([CH3:14])[CH3:13])=[O:10].[NH2:16][CH2:17][CH2:18][CH2:19][OH:20]. The catalyst is C(Cl)Cl. The product is [C:12]([O:11][C:9]([NH:16][CH2:17][CH2:18][CH2:19][OH:20])=[O:10])([CH3:13])([CH3:14])[CH3:15]. The yield is 1.00. (2) The reactants are Cl.[CH3:2][N:3]([CH3:21])[CH2:4][CH2:5][CH2:6][N:7]([CH3:20])[C:8]1[CH:16]=[CH:15][C:11]([C:12]([OH:14])=O)=[C:10]([N+:17]([O-:19])=[O:18])[CH:9]=1.O=S(Cl)Cl.[F:26][C:27]1[CH:28]=[C:29]([CH:42]=[C:43]([F:45])[CH:44]=1)[CH2:30][O:31][C:32]1[CH:33]=[C:34]2[C:38](=[CH:39][CH:40]=1)[NH:37][N:36]=[C:35]2[NH2:41]. The catalyst is C1COCC1.CN(C=O)C.N1C=CC=CC=1. The product is [F:26][C:27]1[CH:28]=[C:29]([CH:42]=[C:43]([F:45])[CH:44]=1)[CH2:30][O:31][C:32]1[CH:33]=[C:34]2[C:38](=[CH:39][CH:40]=1)[NH:37][N:36]=[C:35]2[NH:41][C:12](=[O:14])[C:11]1[CH:15]=[CH:16][C:8]([N:7]([CH2:6][CH2:5][CH2:4][N:3]([CH3:2])[CH3:21])[CH3:20])=[CH:9][C:10]=1[N+:17]([O-:19])=[O:18]. The yield is 0.640. (3) The reactants are Cl[C:2]1[CH:7]=[C:6]([CH3:8])[CH:5]=[CH:4][N:3]=1.[C:9]1(B(O)O)[CH:14]=[CH:13][CH:12]=[CH:11][CH:10]=1.C(=O)([O-])[O-].[K+].[K+].C(COC)OC. The catalyst is C1C=CC([P]([Pd]([P](C2C=CC=CC=2)(C2C=CC=CC=2)C2C=CC=CC=2)([P](C2C=CC=CC=2)(C2C=CC=CC=2)C2C=CC=CC=2)[P](C2C=CC=CC=2)(C2C=CC=CC=2)C2C=CC=CC=2)(C2C=CC=CC=2)C2C=CC=CC=2)=CC=1.O. The product is [CH3:8][C:6]1[CH:5]=[CH:4][N:3]=[C:2]([C:9]2[CH:14]=[CH:13][CH:12]=[CH:11][CH:10]=2)[CH:7]=1. The yield is 0.780. (4) The reactants are [C:1]([O:9][C@H:10]1[C@H:14]([CH2:15][O:16][C:17](=[O:24])[C:18]2[CH:23]=[CH:22][CH:21]=[CH:20][CH:19]=2)[O:13][C@H:12]([N:25]2[CH:32]=[CH:31][C:29](=[O:30])[NH:28][C:26]2=[O:27])[C@@H:11]1O)(=[O:8])[C:2]1[CH:7]=[CH:6][CH:5]=[CH:4][CH:3]=1.O(C(Cl)=S)C1C=CC=CC=1. The catalyst is ClCCCl.CN(C)C1C=CN=CC=1. The product is [C:1]([O:9][C@H:10]1[C@H:14]([CH2:15][O:16][C:17](=[O:24])[C:18]2[CH:23]=[CH:22][CH:21]=[CH:20][CH:19]=2)[O:13][C@H:12]([N:25]2[CH:32]=[CH:31][C:29](=[O:30])[NH:28][C:26]2=[O:27])[CH2:11]1)(=[O:8])[C:2]1[CH:3]=[CH:4][CH:5]=[CH:6][CH:7]=1. The yield is 0.560. (5) The reactants are F[B-](F)(F)F.[CH3:6][O+:7]([CH3:9])C.[C:10]1(=[O:27])[N:14]([CH:15]2[CH2:20][CH2:19][CH2:18][NH:17]C2=O)[C:13](=[O:22])[C:12]2=[CH:23][CH:24]=[CH:25][CH:26]=[C:11]12.C(=O)([O-])O.[Na+]. The catalyst is ClCCl. The product is [CH3:6][O:7][C:9]1[CH:15]([N:14]2[C:10](=[O:27])[C:11]3[C:12](=[CH:23][CH:24]=[CH:25][CH:26]=3)[C:13]2=[O:22])[CH2:20][CH2:19][CH2:18][N:17]=1. The yield is 0.990. (6) The reactants are [F:1][C:2]([F:11])([F:10])[C:3]1[CH:9]=[CH:8][CH:7]=[CH:6][C:4]=1[NH2:5].[C:12](OC(=O)C)(=[O:14])[CH3:13]. The catalyst is O. The product is [C:12]([NH:5][C:4]1[CH:6]=[CH:7][CH:8]=[CH:9][C:3]=1[C:2]([F:10])([F:11])[F:1])(=[O:14])[CH3:13]. The yield is 0.920. (7) The reactants are [F:1][C:2]1[CH:3]=[C:4]([C:13]2[N:18]=[C:17]([C:19]3[C:23]([CH3:25])([CH3:24])[CH2:22][C:21]([CH3:27])([CH3:26])[CH:20]=3)[C:16]([C:28]([OH:30])=[O:29])=[CH:15][CH:14]=2)[CH:5]=[C:6]([O:8][CH2:9][CH:10]([CH3:12])[CH3:11])[CH:7]=1.C([O-])=O.[NH4+]. The catalyst is C(O)C.[OH-].[Pd+2].[OH-]. The product is [F:1][C:2]1[CH:3]=[C:4]([C:13]2[N:18]=[C:17]([CH:19]3[CH2:20][C:21]([CH3:26])([CH3:27])[CH2:22][C:23]3([CH3:25])[CH3:24])[C:16]([C:28]([OH:30])=[O:29])=[CH:15][CH:14]=2)[CH:5]=[C:6]([O:8][CH2:9][CH:10]([CH3:12])[CH3:11])[CH:7]=1. The yield is 0.130. (8) The product is [C:15]([O:19][C:20](=[O:31])[NH:21][CH2:22][CH2:23][C:24]1[CH:29]=[CH:28][C:27]([O:30][C:4]2[CH:5]=[CH:6][C:7]([C:8]([F:11])([F:10])[F:9])=[C:2]([Cl:1])[CH:3]=2)=[CH:26][CH:25]=1)([CH3:18])([CH3:16])[CH3:17]. The yield is 0.340. The catalyst is C(Cl)Cl.C([O-])(=O)C.[Cu+2].C([O-])(=O)C. The reactants are [Cl:1][C:2]1[CH:3]=[C:4](B(O)O)[CH:5]=[CH:6][C:7]=1[C:8]([F:11])([F:10])[F:9].[C:15]([O:19][C:20](=[O:31])[NH:21][CH2:22][CH2:23][C:24]1[CH:29]=[CH:28][C:27]([OH:30])=[CH:26][CH:25]=1)([CH3:18])([CH3:17])[CH3:16].C(N(CC)CC)C.N1C=CC=CC=1. (9) The reactants are Cl[C:2]1[C:11]2[C:6](=[CH:7][C:8]([O:19][CH2:20][CH2:21][CH2:22][Cl:23])=[CH:9][C:10]=2[O:12][CH:13]2[CH2:18][CH2:17][O:16][CH2:15][CH2:14]2)[N:5]=[CH:4][N:3]=1.[NH2:24][C:25]1[C:30]([Cl:31])=[CH:29][N:28]=[C:27]2[O:32][CH2:33][O:34][C:26]=12. No catalyst specified. The product is [Cl:31][C:30]1[C:25]([NH:24][C:2]2[C:11]3[C:6](=[CH:7][C:8]([O:19][CH2:20][CH2:21][CH2:22][Cl:23])=[CH:9][C:10]=3[O:12][CH:13]3[CH2:18][CH2:17][O:16][CH2:15][CH2:14]3)[N:5]=[CH:4][N:3]=2)=[C:26]2[O:34][CH2:33][O:32][C:27]2=[N:28][CH:29]=1. The yield is 0.780. (10) The reactants are Cl[C:2]1[N:6]([CH2:7][CH2:8][CH2:9][C:10]([O:12][CH2:13][CH3:14])=[O:11])[C:5]2[C:15]([CH:20]([CH2:23][CH3:24])[CH2:21][CH3:22])=[CH:16][CH:17]=[C:18]([Cl:19])[C:4]=2[N:3]=1.Cl.[CH3:26][O:27][C:28]1[C:33]([NH2:34])=[CH:32][CH:31]=[C:30]([O:35][CH3:36])[N:29]=1.C(=O)(O)[O-].[Na+]. The catalyst is CN1CCCC1=O. The product is [Cl:19][C:18]1[C:4]2[N:3]=[C:2]([NH:34][C:33]3[C:28]([O:27][CH3:26])=[N:29][C:30]([O:35][CH3:36])=[CH:31][CH:32]=3)[N:6]([CH2:7][CH2:8][CH2:9][C:10]([O:12][CH2:13][CH3:14])=[O:11])[C:5]=2[C:15]([CH:20]([CH2:23][CH3:24])[CH2:21][CH3:22])=[CH:16][CH:17]=1. The yield is 0.200.